From a dataset of Full USPTO retrosynthesis dataset with 1.9M reactions from patents (1976-2016). Predict the reactants needed to synthesize the given product. (1) The reactants are: [CH:1]1([N:6]2[CH2:11][CH2:10][N:9]([C:12]([C:14]3[CH:15]=[C:16]4[C:20](=[CH:21][CH:22]=3)[NH:19][C:18]([C:23]([N:25]3[CH2:30][CH2:29][S:28](=[O:32])(=[O:31])[CH2:27][CH2:26]3)=[O:24])=[CH:17]4)=[O:13])[CH2:8][CH2:7]2)[CH2:5][CH2:4][CH2:3][CH2:2]1.[CH3:33][C:34]1[CH:35]=[C:36](B(O)O)[CH:37]=[CH:38][CH:39]=1.N1C=CC=CC=1. Given the product [CH:1]1([N:6]2[CH2:7][CH2:8][N:9]([C:12]([C:14]3[CH:15]=[C:16]4[C:20](=[CH:21][CH:22]=3)[N:19]([C:38]3[CH:39]=[C:34]([CH3:33])[CH:35]=[CH:36][CH:37]=3)[C:18]([C:23]([N:25]3[CH2:30][CH2:29][S:28](=[O:31])(=[O:32])[CH2:27][CH2:26]3)=[O:24])=[CH:17]4)=[O:13])[CH2:10][CH2:11]2)[CH2:2][CH2:3][CH2:4][CH2:5]1, predict the reactants needed to synthesize it. (2) Given the product [F:19][C:14]1[CH:15]=[CH:16][CH:17]=[CH:18][C:13]=1[S:10]([NH:9][CH2:8][C:5]1([C:3]([OH:4])=[O:2])[CH2:6][CH2:7]1)(=[O:11])=[O:12], predict the reactants needed to synthesize it. The reactants are: C[O:2][C:3]([C:5]1([CH2:8][NH:9][S:10]([C:13]2[CH:18]=[CH:17][CH:16]=[CH:15][C:14]=2[F:19])(=[O:12])=[O:11])[CH2:7][CH2:6]1)=[O:4].O.[OH-].[Li+].